Dataset: Full USPTO retrosynthesis dataset with 1.9M reactions from patents (1976-2016). Task: Predict the reactants needed to synthesize the given product. (1) Given the product [O:16]=[C:13]1[CH2:14][CH2:15][N:10]([C:8]([NH:7][C:1]2[CH:6]=[CH:5][CH:4]=[CH:3][CH:2]=2)=[O:9])[CH2:11][CH2:12]1, predict the reactants needed to synthesize it. The reactants are: [C:1]1([N:7]=[C:8]=[O:9])[CH:6]=[CH:5][CH:4]=[CH:3][CH:2]=1.[NH:10]1[CH2:15][CH2:14][C:13](=[O:16])[CH2:12][CH2:11]1.C(=O)([O-])[O-].[K+].[K+]. (2) Given the product [CH3:20][O:21][CH:3]([O:2][CH3:1])[CH2:4][C@H:5]([CH3:6])[CH2:8][CH2:9][CH:10]=[C:13]([CH3:14])[CH3:12], predict the reactants needed to synthesize it. The reactants are: [CH3:1][O:2][C:3]1[CH:4]=[C:5]([CH:8]=[CH:9][CH:10]=1)[CH2:6]N.N1C=C[C:14](CCN)=[CH:13][CH:12]=1.[CH3:20][O:21]C1C=C(CCN)C=CC=1OC.C(C1C=C(C=CC=1)CN)(C)C. (3) Given the product [CH3:18][S:19]([C:22]1[CH:23]=[CH:24][C:25]([CH2:28][N:34]=[C:37]=[O:8])=[CH:26][CH:27]=1)(=[O:20])=[O:21], predict the reactants needed to synthesize it. The reactants are: C1(P(N=[N+]=[N-])(C2C=CC=CC=2)=[O:8])C=CC=CC=1.[CH3:18][S:19]([C:22]1[CH:27]=[CH:26][C:25]([CH2:28]C(O)=O)=[CH:24][CH:23]=1)(=[O:21])=[O:20].C([N:34]([CH2:37]C)CC)C. (4) Given the product [C:16]([O:20][C:21]([N:23]1[CH2:28][CH2:27][N:26]([CH2:12][C:11]2([OH:13])[CH2:14][CH2:15][N:8]([C:4]3[CH:3]=[C:2]([Cl:1])[N:7]=[CH:6][N:5]=3)[CH2:9][CH2:10]2)[C:25](=[O:29])[CH2:24]1)=[O:22])([CH3:19])([CH3:17])[CH3:18], predict the reactants needed to synthesize it. The reactants are: [Cl:1][C:2]1[N:7]=[CH:6][N:5]=[C:4]([N:8]2[CH2:15][CH2:14][C:11]3([O:13][CH2:12]3)[CH2:10][CH2:9]2)[CH:3]=1.[C:16]([O:20][C:21]([N:23]1[CH2:28][CH2:27][NH:26][C:25](=[O:29])[CH2:24]1)=[O:22])([CH3:19])([CH3:18])[CH3:17].CC(C)([O-])C.[K+]. (5) Given the product [CH3:1][O:2][C:3]1[CH:8]=[CH:7][C:6]([S:9]([N:13]2[C:21]3[C:16](=[CH:17][CH:18]=[CH:19][CH:20]=3)[CH:15]=[CH:14]2)(=[O:11])=[O:10])=[CH:5][CH:4]=1, predict the reactants needed to synthesize it. The reactants are: [CH3:1][O:2][C:3]1[CH:8]=[CH:7][C:6]([S:9](Cl)(=[O:11])=[O:10])=[CH:5][CH:4]=1.[NH:13]1[C:21]2[C:16](=[CH:17][CH:18]=[CH:19][CH:20]=2)[CH:15]=[CH:14]1. (6) The reactants are: [CH3:1][C:2]1([C:8]([O:10][CH2:11][CH3:12])=[O:9])[CH2:7][CH2:6][CH2:5][NH:4][CH2:3]1.F[C:14]1[CH:19]=[CH:18][C:17]([N+:20]([O-:22])=[O:21])=[CH:16][CH:15]=1.CN(C=O)C.C([O-])([O-])=O.[K+].[K+]. Given the product [CH3:1][C:2]1([C:8]([O:10][CH2:11][CH3:12])=[O:9])[CH2:7][CH2:6][CH2:5][N:4]([C:14]2[CH:19]=[CH:18][C:17]([N+:20]([O-:22])=[O:21])=[CH:16][CH:15]=2)[CH2:3]1, predict the reactants needed to synthesize it. (7) Given the product [C:4]([O:3][C:1](=[O:2])[NH:8][CH2:9][C:10](=[O:12])[NH:44][CH2:45][C:46]1[CH:51]=[CH:50][C:49]([N:52]2[C:56]([NH:57][C:58]([NH:60][C:61]3[CH:66]=[CH:65][C:64]([O:67][C:68]4[CH:69]=[CH:70][N:71]=[CH:72][CH:73]=4)=[CH:63][CH:62]=3)=[O:59])=[CH:55][C:54]([C:74]([CH3:77])([CH3:76])[CH3:75])=[N:53]2)=[CH:48][CH:47]=1)([CH3:5])([CH3:6])[CH3:7], predict the reactants needed to synthesize it. The reactants are: [C:1]([NH:8][CH2:9][C:10]([OH:12])=O)([O:3][C:4]([CH3:7])([CH3:6])[CH3:5])=[O:2].CCN=C=NCCCN(C)C.Cl.C1C=CC2N(O)N=NC=2C=1.C(N(CC)C(C)C)(C)C.[NH2:44][CH2:45][C:46]1[CH:51]=[CH:50][C:49]([N:52]2[C:56]([NH:57][C:58]([NH:60][C:61]3[CH:66]=[CH:65][C:64]([O:67][C:68]4[CH:73]=[CH:72][N:71]=[CH:70][CH:69]=4)=[CH:63][CH:62]=3)=[O:59])=[CH:55][C:54]([C:74]([CH3:77])([CH3:76])[CH3:75])=[N:53]2)=[CH:48][CH:47]=1. (8) Given the product [CH3:22][O:23][C:24]1[CH:31]=[CH:30][C:27]([C:28]2[N:9]3[CH:8]=[N:7][C:6]4[NH:10][CH:11]=[CH:12][C:5]=4[C:4]3=[N:2][N:3]=2)=[CH:26][CH:25]=1, predict the reactants needed to synthesize it. The reactants are: Cl.[NH:2]([C:4]1[C:5]2[CH:12]=[CH:11][NH:10][C:6]=2[N:7]=[CH:8][N:9]=1)[NH2:3].CCN(C(C)C)C(C)C.[CH3:22][O:23][C:24]1[CH:31]=[CH:30][C:27]([CH:28]=O)=[CH:26][CH:25]=1.C(O)(=O)C.C(O)(=O)C.IC1C=CC=CC=1.